Dataset: Full USPTO retrosynthesis dataset with 1.9M reactions from patents (1976-2016). Task: Predict the reactants needed to synthesize the given product. The reactants are: C1C=CC2N(O)N=NC=2C=1.CCN(C(C)C)C(C)C.[Cl:20][C:21]1[CH:29]=[CH:28][C:27]([C:30]([F:33])([F:32])[F:31])=[CH:26][C:22]=1[C:23]([OH:25])=O.CCN=C=NCCCN(C)C.Cl.Cl.[C:47]1([C:65]2[CH:70]=[CH:69][CH:68]=[CH:67][CH:66]=2)[CH:52]=[CH:51][C:50]([NH:53][C:54](=[O:64])[CH2:55][C:56](=[O:63])[N:57]2[CH2:62][CH2:61][NH:60][CH2:59][CH2:58]2)=[CH:49][CH:48]=1. Given the product [C:47]1([C:65]2[CH:70]=[CH:69][CH:68]=[CH:67][CH:66]=2)[CH:48]=[CH:49][C:50]([NH:53][C:54](=[O:64])[CH2:55][C:56]([N:57]2[CH2:58][CH2:59][N:60]([C:23](=[O:25])[C:22]3[CH:26]=[C:27]([C:30]([F:33])([F:32])[F:31])[CH:28]=[CH:29][C:21]=3[Cl:20])[CH2:61][CH2:62]2)=[O:63])=[CH:51][CH:52]=1, predict the reactants needed to synthesize it.